From a dataset of Catalyst prediction with 721,799 reactions and 888 catalyst types from USPTO. Predict which catalyst facilitates the given reaction. (1) Reactant: C(=O)([O-])[O-].[K+].[K+].Br[CH:8]([C:12]1[CH:17]=[CH:16][CH:15]=[C:14]([Cl:18])[CH:13]=1)[C:9]([OH:11])=[O:10].[CH3:19][N:20]1[CH2:25][CH2:24][NH:23][CH2:22][CH2:21]1. Product: [ClH:18].[Cl:18][C:14]1[CH:13]=[C:12]([CH:8]([N:23]2[CH2:24][CH2:25][N:20]([CH3:19])[CH2:21][CH2:22]2)[C:9]([OH:11])=[O:10])[CH:17]=[CH:16][CH:15]=1. The catalyst class is: 1. (2) Reactant: [Cl:1][C:2]1[CH:3]=[C:4]2[C:12](=[C:13]([NH:15][C:16]([CH:18]3[CH2:22][CH2:21][CH2:20][CH:19]3[NH:23]C(OC(C)(C)C)=O)=[O:17])[CH:14]=1)[NH:11][C:10]1[CH:9]=[N:8][CH:7]=[CH:6][C:5]2=1. Product: [Cl:1][C:2]1[CH:3]=[C:4]2[C:12](=[C:13]([NH:15][C:16]([C@@H:18]3[CH2:22][CH2:21][CH2:20][C@@H:19]3[NH2:23])=[O:17])[CH:14]=1)[NH:11][C:10]1[CH:9]=[N:8][CH:7]=[CH:6][C:5]2=1. The catalyst class is: 55. (3) Reactant: [O:1]=[C:2]([OH:14])[C@@H:3]([C@H:5]([C@H:7]([C@@H:9]([C:11]([OH:13])=[O:12])[OH:10])[OH:8])[OH:6])[OH:4].[CH3:15][NH:16][C@@H:17]([CH2:19]/[CH:20]=[CH:21]/[C:22]1[CH:23]=[N:24][CH:25]=[C:26]([O:28][CH:29]([CH3:31])[CH3:30])[CH:27]=1)[CH3:18]. The catalyst class is: 378. Product: [O:1]=[C:2]([OH:14])[C@@H:3]([C@H:5]([C@H:7]([C@@H:9]([C:11]([OH:13])=[O:12])[OH:10])[OH:8])[OH:6])[OH:4].[CH3:15][NH:16][C@@H:17]([CH2:19]/[CH:20]=[CH:21]/[C:22]1[CH:23]=[N:24][CH:25]=[C:26]([O:28][CH:29]([CH3:31])[CH3:30])[CH:27]=1)[CH3:18].[CH3:25][NH:24][C@@H:23]([CH2:11]/[CH:9]=[CH:7]/[C:5]1[CH:15]=[N:16][CH:17]=[C:2]([O:14][CH:20]([CH3:21])[CH3:19])[CH:3]=1)[CH3:22]. (4) Reactant: Br[C:2]1[CH:7]=[C:6]([C:8]([CH3:11])([CH3:10])[CH3:9])[CH:5]=[C:4]([Br:12])[CH:3]=1.C([Sn](CCCC)(CCCC)[C:18]([O:20]CC)=[CH2:19])CCC. Product: [Br:12][C:4]1[CH:3]=[C:2]([C:18](=[O:20])[CH3:19])[CH:7]=[C:6]([C:8]([CH3:11])([CH3:10])[CH3:9])[CH:5]=1. The catalyst class is: 747. (5) Reactant: S(Cl)(Cl)=O.[Br:5][C:6]1[CH:14]=[CH:13][C:9]([C:10]([OH:12])=O)=[C:8]([S:15]([CH3:18])(=[O:17])=[O:16])[CH:7]=1.[CH3:19][N:20]1[CH2:25][CH2:24][NH:23][CH2:22][CH2:21]1.C(N(CC)CC)C. Product: [Br:5][C:6]1[CH:14]=[CH:13][C:9]([C:10]([N:23]2[CH2:24][CH2:25][N:20]([CH3:19])[CH2:21][CH2:22]2)=[O:12])=[C:8]([S:15]([CH3:18])(=[O:17])=[O:16])[CH:7]=1. The catalyst class is: 85. (6) Reactant: [Cl:1][C:2]1[C:3](F)=[CH:4][C:5]([F:30])=[C:6]([S:8]([N:11](CC2C=CC(OC)=CC=2OC)[C:12]2[CH:17]=[CH:16][C:15]([F:18])=[CH:14][N:13]=2)(=[O:10])=[O:9])[CH:7]=1.[CH3:32][N:33]1[C:37]([C:38]2[CH:39]=[C:40]([C:45]3[CH:50]=[CH:49][CH:48]=[CH:47][CH:46]=3)[CH:41]=[CH:42][C:43]=2[OH:44])=[CH:36][CH:35]=[N:34]1.C(=O)([O-])[O-].[K+].[K+].Cl. Product: [Cl:1][C:2]1[C:3]([O:44][C:43]2[CH:42]=[CH:41][C:40]([C:45]3[CH:50]=[CH:49][CH:48]=[CH:47][CH:46]=3)=[CH:39][C:38]=2[C:37]2[N:33]([CH3:32])[N:34]=[CH:35][CH:36]=2)=[CH:4][C:5]([F:30])=[C:6]([S:8]([NH:11][C:12]2[CH:17]=[CH:16][C:15]([F:18])=[CH:14][N:13]=2)(=[O:9])=[O:10])[CH:7]=1. The catalyst class is: 16. (7) Reactant: [OH-].[Na+].C([O:5][C:6](=[O:28])[C:7]([N:9]1[CH2:14][CH2:13][N:12]([C:15](=[O:27])[C:16]2[CH:21]=[C:20]([F:22])[CH:19]=[CH:18][C:17]=2[C:23]([F:26])([F:25])[F:24])[CH2:11][CH2:10]1)=[O:8])C.Cl. Product: [F:22][C:20]1[CH:19]=[CH:18][C:17]([C:23]([F:25])([F:24])[F:26])=[C:16]([CH:21]=1)[C:15]([N:12]1[CH2:13][CH2:14][N:9]([C:7](=[O:8])[C:6]([OH:28])=[O:5])[CH2:10][CH2:11]1)=[O:27]. The catalyst class is: 90. (8) Reactant: [N+:1]([C:4]1[CH:5]=[N:6][NH:7][CH:8]=1)([O-])=O.C(N(CC)CC)C.[CH3:16][S:17](Cl)(=[O:19])=[O:18].O. Product: [CH3:16][S:17]([N:6]1[CH:5]=[C:4]([NH2:1])[CH:8]=[N:7]1)(=[O:19])=[O:18]. The catalyst class is: 2. (9) Reactant: O=[C:2]([C:8]1[CH:13]=[CH:12][CH:11]=[CH:10][CH:9]=1)[CH2:3][CH2:4][C:5]([OH:7])=O.Cl.[CH2:15]([NH:22][NH2:23])[C:16]1[CH:21]=[CH:20][CH:19]=[CH:18][CH:17]=1.C([O-])(=O)C.[Na+]. Product: [CH2:15]([N:22]1[C:5](=[O:7])[CH2:4][CH2:3][C:2]([C:8]2[CH:13]=[CH:12][CH:11]=[CH:10][CH:9]=2)=[N:23]1)[C:16]1[CH:21]=[CH:20][CH:19]=[CH:18][CH:17]=1. The catalyst class is: 8.